From a dataset of Full USPTO retrosynthesis dataset with 1.9M reactions from patents (1976-2016). Predict the reactants needed to synthesize the given product. Given the product [CH:1]1([O:37][C:36](=[O:38])[C@@H:35]([NH:34][C:32]([O:31][C:27]([CH3:30])([CH3:28])[CH3:29])=[O:33])[CH:39]2[CH2:44][CH2:43][CH2:42][CH2:41][CH2:40]2)[CH2:5][CH2:4][CH2:3][CH2:2]1, predict the reactants needed to synthesize it. The reactants are: [CH:1]1(OC(=O)[C@@H](NC(OCC2C=CC=CC=2)=O)COC(C)(C)C)[CH2:5][CH2:4][CH2:3][CH2:2]1.[C:27]([O:31][C:32]([NH:34][C@@H:35]([CH:39]1[CH2:44][CH2:43][CH2:42][CH2:41][CH2:40]1)[C:36]([OH:38])=[O:37])=[O:33])([CH3:30])([CH3:29])[CH3:28].